Dataset: Full USPTO retrosynthesis dataset with 1.9M reactions from patents (1976-2016). Task: Predict the reactants needed to synthesize the given product. (1) Given the product [CH3:1][C:2]1([CH3:19])[O:6][CH:5]([C:7]2[C:8]([F:18])=[C:9]([CH:15]=[CH:16][CH:17]=2)[C:10]([OH:12])=[O:11])[CH2:4][O:3]1, predict the reactants needed to synthesize it. The reactants are: [CH3:1][C:2]1([CH3:19])[O:6][CH:5]([C:7]2[C:8]([F:18])=[C:9]([CH:15]=[CH:16][CH:17]=2)[C:10]([O:12]CC)=[O:11])[CH2:4][O:3]1.[OH-].[Na+]. (2) Given the product [CH2:13]([N:20]([CH2:21][CH2:22][C:23]1[CH:28]=[CH:27][C:26]([O:29][CH2:30][CH2:31][CH2:32][CH2:33][C:34]2[CH:39]=[CH:38][CH:37]=[CH:36][CH:35]=2)=[CH:25][CH:24]=1)[CH2:40][C:41]([N:45]([O:46][CH3:47])[CH3:44])=[O:42])[C:14]1[CH:15]=[CH:16][CH:17]=[CH:18][CH:19]=1, predict the reactants needed to synthesize it. The reactants are: Cl.CN(C)CCCN=C=NCC.[CH2:13]([N:20]([CH2:40][C:41](O)=[O:42])[CH2:21][CH2:22][C:23]1[CH:28]=[CH:27][C:26]([O:29][CH2:30][CH2:31][CH2:32][CH2:33][C:34]2[CH:39]=[CH:38][CH:37]=[CH:36][CH:35]=2)=[CH:25][CH:24]=1)[C:14]1[CH:19]=[CH:18][CH:17]=[CH:16][CH:15]=1.[CH3:44][NH:45][O:46][CH3:47].CN1CCOCC1. (3) Given the product [Br:1][C:2]1[CH:7]=[CH:6][C:5]([C@:8]([CH:12]2[CH2:14][CH2:13]2)([CH3:11])[CH:9]=[N:15][OH:16])=[CH:4][CH:3]=1, predict the reactants needed to synthesize it. The reactants are: [Br:1][C:2]1[CH:7]=[CH:6][C:5]([C@:8]([CH:12]2[CH2:14][CH2:13]2)([CH3:11])[CH:9]=O)=[CH:4][CH:3]=1.[NH2:15][OH:16]. (4) Given the product [Cl:3][CH2:7][CH2:8][C:9]1[CH:10]=[C:11]2[C:15](=[CH:16][CH:17]=1)[NH:14][CH:13]=[C:12]2[CH:21]=[O:22], predict the reactants needed to synthesize it. The reactants are: P(Cl)(Cl)([Cl:3])=O.O[CH2:7][CH2:8][C:9]1[CH:10]=[C:11]2[C:15](=[CH:16][CH:17]=1)[NH:14][CH:13]=[CH:12]2.CN([CH:21]=[O:22])C. (5) Given the product [F:1][C:2]1[CH:7]=[CH:6][CH:5]=[CH:4][C:3]=1[C:8]1[NH:16][C:15]2[CH:14]=[N:13][CH:12]=[N:11][C:10]=2[C:9]=1[I:17], predict the reactants needed to synthesize it. The reactants are: [F:1][C:2]1[CH:7]=[CH:6][CH:5]=[CH:4][C:3]=1[C:8]1[NH:16][C:15]2[CH:14]=[N:13][CH:12]=[N:11][C:10]=2[CH:9]=1.[I:17]N1C(=O)CCC1=O. (6) The reactants are: S(O[CH2:12][CH:13]1[CH2:18][CH2:17][N:16]([C:19]([O:21][C:22]([CH3:25])([CH3:24])[CH3:23])=[O:20])[CH2:15][CH2:14]1)(C1C=CC(C)=CC=1)(=O)=O.[NH2:26][C:27]([NH2:29])=[S:28].[I-].[K+]. Given the product [C:27]([S:28][CH2:12][CH:13]1[CH2:14][CH2:15][N:16]([C:19]([O:21][C:22]([CH3:23])([CH3:24])[CH3:25])=[O:20])[CH2:17][CH2:18]1)(=[NH:26])[NH2:29], predict the reactants needed to synthesize it. (7) Given the product [CH:1]1([CH2:4][O:5][C:6]2[CH:7]=[CH:8][C:9]3[O:13][C:12]([C:14]4[O:18][N:17]=[C:16]([O:19][CH2:20][C@@H:21]([NH:23][C:24]([NH2:33])=[O:25])[CH3:22])[C:15]=4[CH3:31])=[N:11][C:10]=3[CH:32]=2)[CH2:3][CH2:2]1, predict the reactants needed to synthesize it. The reactants are: [CH:1]1([CH2:4][O:5][C:6]2[CH:7]=[CH:8][C:9]3[O:13][C:12]([C:14]4[O:18][N:17]=[C:16]([O:19][CH2:20][C@@H:21]([NH:23][C:24](=O)[O:25]C(C)(C)C)[CH3:22])[C:15]=4[CH3:31])=[N:11][C:10]=3[CH:32]=2)[CH2:3][CH2:2]1.[N:33]1C=CC=CC=1.